This data is from Forward reaction prediction with 1.9M reactions from USPTO patents (1976-2016). The task is: Predict the product of the given reaction. Given the reactants I[CH2:2][CH3:3].[ClH:4].[CH2:5]([CH:9]1[N:21]2[C:12](=[N:13][C:14]3[C:19]([C:20]2=[O:22])=[CH:18][CH:17]=[CH:16][CH:15]=3)[N:11]([CH2:23][C:24]2[CH:29]=[CH:28][C:27]([N:30]3[CH2:35][CH2:34][NH:33][CH2:32][CH2:31]3)=[CH:26][CH:25]=2)[C:10]1=[O:36])[CH:6]([CH3:8])[CH3:7].C(=O)([O-])[O-].[Na+].[Na+], predict the reaction product. The product is: [ClH:4].[CH2:2]([N:33]1[CH2:34][CH2:35][N:30]([C:27]2[CH:28]=[CH:29][C:24]([CH2:23][N:11]3[C:12]4=[N:13][C:14]5[C:19]([C:20](=[O:22])[N:21]4[CH:9]([CH2:5][CH:6]([CH3:8])[CH3:7])[C:10]3=[O:36])=[CH:18][CH:17]=[CH:16][CH:15]=5)=[CH:25][CH:26]=2)[CH2:31][CH2:32]1)[CH3:3].